Predict the reactants needed to synthesize the given product. From a dataset of Full USPTO retrosynthesis dataset with 1.9M reactions from patents (1976-2016). (1) Given the product [ClH:31].[CH3:1][O:2][C:3]1[CH:30]=[CH:29][C:6]([C:7]([NH:9][C@@H:10]([C:14]([N:16]2[CH2:17][CH2:18][CH:19]([CH:22]3[CH2:23][CH2:24][N:25]([CH3:28])[CH2:26][CH2:27]3)[CH2:20][CH2:21]2)=[O:15])[CH:11]([CH3:13])[CH3:12])=[O:8])=[CH:5][CH:4]=1, predict the reactants needed to synthesize it. The reactants are: [CH3:1][O:2][C:3]1[CH:30]=[CH:29][C:6]([C:7]([NH:9][C@@H:10]([C:14]([N:16]2[CH2:21][CH2:20][CH:19]([CH:22]3[CH2:27][CH2:26][N:25]([CH3:28])[CH2:24][CH2:23]3)[CH2:18][CH2:17]2)=[O:15])[CH:11]([CH3:13])[CH3:12])=[O:8])=[CH:5][CH:4]=1.[ClH:31].CCOCC. (2) Given the product [C:22]([CH2:21][CH2:20][C:19]([C:16]1[CH:17]=[CH:18][C:13]([C:12]([NH:11][C:9]2[N:10]=[C:5]3[CH:4]=[CH:3][C:2]([C:29]4[CH:30]=[CH:31][S:27][CH:28]=4)=[CH:7][N:6]3[CH:8]=2)=[O:26])=[CH:14][CH:15]=1)([CH3:25])[CH3:24])#[N:23], predict the reactants needed to synthesize it. The reactants are: I[C:2]1[CH:3]=[CH:4][C:5]2[N:6]([CH:8]=[C:9]([NH:11][C:12](=[O:26])[C:13]3[CH:18]=[CH:17][C:16]([C:19]([CH3:25])([CH3:24])[CH2:20][CH2:21][C:22]#[N:23])=[CH:15][CH:14]=3)[N:10]=2)[CH:7]=1.[S:27]1[CH:31]=[CH:30][C:29](B(O)O)=[CH:28]1. (3) Given the product [C:2]([CH2:3][S:7][C:8]1[NH:9][C:10](=[O:19])[CH:11]=[C:12]([CH2:16][CH2:17][CH3:18])[C:13]=1[C:14]#[N:15])#[N:1], predict the reactants needed to synthesize it. The reactants are: [NH:1]1CCO[CH2:3][CH2:2]1.[SH:7][C:8]1[NH:9][C:10](=[O:19])[CH:11]=[C:12]([CH2:16][CH2:17][CH3:18])[C:13]=1[C:14]#[N:15].BrCC#N.BrCC(N)=O. (4) Given the product [CH3:15][C:12]1[N:11]=[C:10]([N:16]2[CH2:20][CH2:19][CH2:18][CH2:17]2)[C:9]([OH:8])=[CH:14][CH:13]=1, predict the reactants needed to synthesize it. The reactants are: C([O:8][C:9]1[C:10]([N:16]2[CH2:20][CH2:19][CH2:18][CH2:17]2)=[N:11][C:12]([CH3:15])=[CH:13][CH:14]=1)C1C=CC=CC=1. (5) Given the product [Cl:1][C:2]1[C:7]([C:8]([NH2:10])=[O:9])=[C:6]([OH:11])[C:5]([NH:12][C:13]2[C:16](=[O:17])[C:15](=[O:18])[C:14]=2[NH:23][C:22]2[CH:24]=[CH:25][CH:26]=[CH:27][C:21]=2[F:20])=[CH:4][CH:3]=1, predict the reactants needed to synthesize it. The reactants are: [Cl:1][C:2]1[C:7]([C:8]([NH2:10])=[O:9])=[C:6]([OH:11])[C:5]([NH:12][C:13]2[C:16](=[O:17])[C:15](=[O:18])[C:14]=2Cl)=[CH:4][CH:3]=1.[F:20][C:21]1[CH:27]=[CH:26][CH:25]=[CH:24][C:22]=1[NH2:23]. (6) Given the product [N:40]1[CH:45]=[CH:44][CH:43]=[C:42]([C:10]2[N:11]=[C:7]([C:3]3[NH:39][C:38]4[CH:37]=[CH:36][CH:35]=[C:31]([C:32]([NH2:34])=[O:33])[C:30]=4[N:29]=3)[S:8][CH:9]=2)[CH:41]=1, predict the reactants needed to synthesize it. The reactants are: N1C=CC=[C:3]([C:7]2[S:8][CH:9]=[C:10](C(O)=O)[N:11]=2)C=1.C1N=CN(C(N2C=NC=C2)=O)C=1.Cl.Cl.[NH2:29][C:30]1[C:38]([NH2:39])=[CH:37][CH:36]=[CH:35][C:31]=1[C:32]([NH2:34])=[O:33].[N:40]1[CH:45]=[CH:44][CH:43]=[CH:42][CH:41]=1. (7) The reactants are: [CH3:1][CH:2]1[NH:7][CH2:6][CH:5]([OH:8])[CH2:4][CH2:3]1.C(N(CC)CC)C.[CH3:16][C:17]([O:20][C:21](O[C:21]([O:20][C:17]([CH3:19])([CH3:18])[CH3:16])=[O:22])=[O:22])([CH3:19])[CH3:18]. Given the product [OH:8][CH:5]1[CH2:6][N:7]([C:21]([O:20][C:17]([CH3:19])([CH3:18])[CH3:16])=[O:22])[CH:2]([CH3:1])[CH2:3][CH2:4]1, predict the reactants needed to synthesize it. (8) Given the product [Cl:32][C:33]1[CH:50]=[CH:49][C:36]2[N:37]([CH2:42][CH2:43][S:20]([CH3:19])(=[O:22])=[O:21])[C:38]([CH2:40][Cl:41])=[N:39][C:35]=2[CH:34]=1, predict the reactants needed to synthesize it. The reactants are: C(OC(=O)NC1C=CC(Cl)=CC=1[N+]([O-])=O)(C)(C)C.[CH3:19][S:20](C1C2C(=CC=CC=2)NC=1)(=[O:22])=[O:21].[Cl:32][C:33]1[CH:50]=[CH:49][C:36]2[N:37]([CH2:42][CH2:43]CS(C)(=O)=O)[C:38]([CH2:40][Cl:41])=[N:39][C:35]=2[CH:34]=1. (9) Given the product [CH:3]1[C:11]2[C:10]3[CH:12]=[CH:13][CH:14]=[CH:15][C:9]=3[CH:8]=[CH:7][C:6]=2[NH:5][C:4]=1[C:16]([OH:18])=[O:17], predict the reactants needed to synthesize it. The reactants are: [OH-].[K+].[CH:3]1[C:11]2[C:10]3[CH:12]=[CH:13][CH:14]=[CH:15][C:9]=3[CH:8]=[CH:7][C:6]=2[NH:5][C:4]=1[C:16]([O:18]CC)=[O:17]. (10) The reactants are: C(OC([N:8]1[CH:12]=[C:11]([CH2:13][CH2:14]CC(=O)NCCCCCCCC)[N:10]=[C:9]1[NH2:27])=O)(C)(C)C.[N:28]#CN.C(O)C.[ClH:34]. Given the product [ClH:34].[ClH:34].[NH2:28][CH2:14][CH2:13][C:11]1[N:10]=[C:9]([NH2:27])[NH:8][CH:12]=1, predict the reactants needed to synthesize it.